From a dataset of Catalyst prediction with 721,799 reactions and 888 catalyst types from USPTO. Predict which catalyst facilitates the given reaction. (1) Reactant: Cl[CH2:2][C:3]1[N:12]=[C:11]([NH:13][C@@H:14]([CH:18]([CH3:20])[CH3:19])[C:15]([NH2:17])=[O:16])[C:10]2[C:5](=[CH:6][CH:7]=[CH:8][CH:9]=2)[N:4]=1.[CH2:21]([N:28]1[CH2:33][CH2:32][NH:31][CH2:30][CH2:29]1)[C:22]1[CH:27]=[CH:26][CH:25]=[CH:24]C=1.C(=O)([O-])[O-].[K+].[K+]. Product: [CH3:19][CH:18]([CH3:20])[C@H:14]([NH:13][C:11]1[C:10]2[C:5](=[CH:6][CH:7]=[CH:8][CH:9]=2)[N:4]=[C:3]([CH2:2][N:31]2[CH2:30][CH2:29][N:28]([C:21]3[CH:22]=[CH:27][CH:26]=[CH:25][CH:24]=3)[CH2:33][CH2:32]2)[N:12]=1)[C:15]([NH2:17])=[O:16]. The catalyst class is: 10. (2) Reactant: Cl[CH2:2][C:3]1[C:4]([C:16]2[CH:21]=[C:20]([F:22])[CH:19]=[CH:18][C:17]=2[O:23][CH3:24])=[CH:5][CH:6]=[C:7]2[C:12]=1[NH:11][C:10](=[O:13])[C:9]([CH3:15])([CH3:14])[NH:8]2.[CH3:25][C:26]1[CH:32]=[CH:31][C:29]([NH2:30])=[CH:28][CH:27]=1.C(=O)([O-])[O-].[K+].[K+].C(OCC)(=O)C. Product: [F:22][C:20]1[CH:19]=[CH:18][C:17]([O:23][CH3:24])=[C:16]([C:4]2[C:3]([CH2:2][NH:30][C:29]3[CH:31]=[CH:32][C:26]([CH3:25])=[CH:27][CH:28]=3)=[C:12]3[C:7]([NH:8][C:9]([CH3:15])([CH3:14])[C:10](=[O:13])[NH:11]3)=[CH:6][CH:5]=2)[CH:21]=1. The catalyst class is: 35. (3) Reactant: Br[CH2:2][C:3]1[C:4]([F:13])=[C:5]([CH:10]=[CH:11][CH:12]=1)[C:6]([O:8][CH3:9])=[O:7].C(=O)(O)[O-:15].[Na+].CS(C)=O. Product: [F:13][C:4]1[C:3]([CH:2]=[O:15])=[CH:12][CH:11]=[CH:10][C:5]=1[C:6]([O:8][CH3:9])=[O:7]. The catalyst class is: 13. (4) Reactant: [C:1]1([CH2:7][NH:8][CH2:9][C@@H:10]2[O:19][C:14]3=[N:15][CH:16]=[CH:17][CH:18]=[C:13]3[O:12][CH2:11]2)[CH:6]=[CH:5][CH:4]=[CH:3][CH:2]=1.[C:20](#[N:23])[CH:21]=[CH2:22]. Product: [O:12]1[C:13]2[C:14](=[N:15][CH:16]=[CH:17][CH:18]=2)[O:19][C@@H:10]([CH2:9][N:8]([CH2:7][C:1]2[CH:2]=[CH:3][CH:4]=[CH:5][CH:6]=2)[CH2:22][CH2:21][C:20]#[N:23])[CH2:11]1. The catalyst class is: 8. (5) Reactant: N#N.[CH2:3]([P:5]([CH2:12][CH3:13])[C:6]1[CH:11]=[CH:10][CH:9]=[CH:8][CH:7]=1)[CH3:4].[N-:14]([S:22]([C:25]([F:28])([F:27])[F:26])(=[O:24])=[O:23])[S:15]([C:18]([F:21])([F:20])[F:19])(=[O:17])=[O:16].[C:29](=O)(OC)OC. Product: [F:28][C:25]([F:26])([F:27])[S:22]([N-:14][S:15]([C:18]([F:19])([F:20])[F:21])(=[O:16])=[O:17])(=[O:23])=[O:24].[CH2:12]([P+:5]([CH2:3][CH3:4])([CH3:29])[C:6]1[CH:11]=[CH:10][CH:9]=[CH:8][CH:7]=1)[CH3:13]. The catalyst class is: 5. (6) Reactant: ClC1C=CC(CN2C(=O)C3C(=CC=CC=3)C(C3C4C(=CC=C(F)C=4)N(CC(O)=O)C=3C)=N2)=CC=1F.[F:36][C:37]1[CH:38]=[C:39]2[C:43](=[CH:44][CH:45]=1)[N:42]([CH2:46][C:47]([O:49][C:50]([CH3:53])([CH3:52])[CH3:51])=[O:48])[C:41]([CH3:54])=[C:40]2[C:55]1[C:64]2[C:59](=[CH:60][CH:61]=[CH:62][CH:63]=2)[C:58]([OH:65])=[N:57][N:56]=1.C(=O)([O-])[O-].[Cs+].[Cs+].Br[CH2:73][CH2:74][C:75]([CH3:78])([OH:77])[CH3:76]. Product: [F:36][C:37]1[CH:38]=[C:39]2[C:43](=[CH:44][CH:45]=1)[N:42]([CH2:46][C:47]([O:49][C:50]([CH3:53])([CH3:52])[CH3:51])=[O:48])[C:41]([CH3:54])=[C:40]2[C:55]1[C:64]2[C:59](=[CH:60][CH:61]=[CH:62][CH:63]=2)[C:58](=[O:65])[N:57]([CH2:73][CH2:74][C:75]([OH:77])([CH3:78])[CH3:76])[N:56]=1. The catalyst class is: 3. (7) Reactant: [CH2:1]([S:11]([OH:14])(=[O:13])=[O:12])[CH2:2][S:3][S:4][CH2:5][CH2:6][S:7]([OH:10])(=[O:9])=[O:8].[OH-].[NH4+:16].CC(C)=O. Product: [CH2:1]([S:11]([O-:14])(=[O:13])=[O:12])[CH2:2][S:3][S:4][CH2:5][CH2:6][S:7]([O-:10])(=[O:8])=[O:9].[NH4+:16].[NH4+:16]. The catalyst class is: 6. (8) Reactant: C(O)(C(F)(F)F)=O.C([O:12][C:13]([CH:15]1[CH2:19][CH:18]([O:20][C:21]2[C:30]3[C:25](=[C:26]([CH3:33])[C:27]([O:31][CH3:32])=[CH:28][CH:29]=3)[N:24]=[C:23]([C:34]3[CH:39]=[CH:38][CH:37]=[C:36]([CH:40]([CH3:42])[CH3:41])[N:35]=3)[CH:22]=2)[CH2:17][CH:16]1[C:43](=[O:55])[NH:44][C:45]1([C:50]([O:52][CH2:53][CH3:54])=[O:51])[CH2:47][CH:46]1[CH:48]=[CH2:49])=[O:14])(C)(C)C.C([SiH](CC)CC)C. Product: [CH2:53]([O:52][C:50]([C:45]1([NH:44][C:43]([CH:16]2[CH2:17][CH:18]([O:20][C:21]3[C:30]4[C:25](=[C:26]([CH3:33])[C:27]([O:31][CH3:32])=[CH:28][CH:29]=4)[N:24]=[C:23]([C:34]4[CH:39]=[CH:38][CH:37]=[C:36]([CH:40]([CH3:42])[CH3:41])[N:35]=4)[CH:22]=3)[CH2:19][CH:15]2[C:13]([OH:14])=[O:12])=[O:55])[CH2:47][CH:46]1[CH:48]=[CH2:49])=[O:51])[CH3:54]. The catalyst class is: 2.